This data is from Full USPTO retrosynthesis dataset with 1.9M reactions from patents (1976-2016). The task is: Predict the reactants needed to synthesize the given product. (1) Given the product [C:20]([O:19][C:17]([N:1]1[CH2:6][CH2:5][O:4][CH2:3][CH:2]1[C:7]([OH:9])=[O:8])=[O:18])([CH3:23])([CH3:22])[CH3:21], predict the reactants needed to synthesize it. The reactants are: [NH:1]1[CH2:6][CH2:5][O:4][CH2:3][CH:2]1[C:7]([OH:9])=[O:8].C(N(CC)CC)C.[C:17](O[C:17]([O:19][C:20]([CH3:23])([CH3:22])[CH3:21])=[O:18])([O:19][C:20]([CH3:23])([CH3:22])[CH3:21])=[O:18].C([O-])(O)=O.[Na+]. (2) The reactants are: [CH3:1][N:2]([CH3:18])[C:3](=[O:17])[NH:4][C:5]1[CH:6]=[CH:7][C:8]2[N:9]([CH:11]=[C:12]([C:14]([OH:16])=O)[N:13]=2)[CH:10]=1.[NH2:19][C@@H:20]([CH3:37])[CH2:21][N:22]1[CH:26]=[CH:25][C:24]([C:27]2[CH:34]=[C:33]([F:35])[C:30]([C:31]#[N:32])=[C:29]([Cl:36])[CH:28]=2)=[N:23]1.CN(C(ON1N=NC2C=CC=CC1=2)=[N+](C)C)C.F[P-](F)(F)(F)(F)F. Given the product [Cl:36][C:29]1[CH:28]=[C:27]([C:24]2[CH:25]=[CH:26][N:22]([CH2:21][C@@H:20]([NH:19][C:14]([C:12]3[N:13]=[C:8]4[CH:7]=[CH:6][C:5]([NH:4][C:3]([N:2]([CH3:1])[CH3:18])=[O:17])=[CH:10][N:9]4[CH:11]=3)=[O:16])[CH3:37])[N:23]=2)[CH:34]=[C:33]([F:35])[C:30]=1[C:31]#[N:32], predict the reactants needed to synthesize it. (3) The reactants are: [Cl:1][C:2]1[CH:7]=[CH:6][N:5]=[C:4]([NH2:8])[CH:3]=1.[CH2:9]([N:11]=[C:12]=[O:13])[CH3:10]. Given the product [Cl:1][C:2]1[CH:7]=[CH:6][N:5]=[C:4]([NH:8][C:12]([NH:11][CH2:9][CH3:10])=[O:13])[CH:3]=1, predict the reactants needed to synthesize it.